This data is from Reaction yield outcomes from USPTO patents with 853,638 reactions. The task is: Predict the reaction yield, written as a fraction of the theoretical maximum amount of product (1.0 means a 100% yield; for example, 0.34 means a 34% yield). (1) The reactants are [CH2:1]([O:8][C:9]([N:11]1[CH2:15][CH:14]([OH:16])[CH2:13][CH:12]1[CH2:17][C:18]1[C:26]2[C:21](=[N:22][CH:23]=[CH:24][CH:25]=2)[NH:20][CH:19]=1)=[O:10])[C:2]1[CH:7]=[CH:6][CH:5]=[CH:4][CH:3]=1.[N+:27]([C:30]1[CH:38]=[CH:37][C:33]([C:34](O)=[O:35])=[CH:32][CH:31]=1)([O-:29])=[O:28].C1C=CC(P(C2C=CC=CC=2)C2C=CC=CC=2)=CC=1.CC(OC(/N=N/C(OC(C)C)=O)=O)C. The catalyst is C1COCC1. The product is [CH2:1]([O:8][C:9]([N:11]1[CH2:15][CH:14]([O:16][C:34](=[O:35])[C:33]2[CH:32]=[CH:31][C:30]([N+:27]([O-:29])=[O:28])=[CH:38][CH:37]=2)[CH2:13][CH:12]1[CH2:17][C:18]1[C:26]2[C:21](=[N:22][CH:23]=[CH:24][CH:25]=2)[NH:20][CH:19]=1)=[O:10])[C:2]1[CH:3]=[CH:4][CH:5]=[CH:6][CH:7]=1. The yield is 0.950. (2) The reactants are [NH3:1].CO.[CH3:4][O:5][CH2:6][CH2:7][N:8]1[CH:12]2[CH2:13][CH2:14][C:9]1([C:15]([C:17]1[CH:22]=[CH:21][N:20]=[CH:19][CH:18]=1)=O)[CH2:10][CH2:11]2.[BH4-].[Na+].[OH-].[Na+]. No catalyst specified. The product is [CH3:4][O:5][CH2:6][CH2:7][N:8]1[CH:12]2[CH2:13][CH2:14][C:9]1([CH:15]([C:17]1[CH:22]=[CH:21][N:20]=[CH:19][CH:18]=1)[NH2:1])[CH2:10][CH2:11]2. The yield is 0.770. (3) The reactants are C([O:3][CH:4](OCC)[CH2:5][NH:6][C:7](=[O:11])[O:8][CH2:9][CH3:10])C.Cl.O. The catalyst is C1COCC1. The product is [O:3]=[CH:4][CH2:5][NH:6][C:7](=[O:11])[O:8][CH2:9][CH3:10]. The yield is 0.280.